Dataset: Reaction yield outcomes from USPTO patents with 853,638 reactions. Task: Predict the reaction yield, written as a fraction of the theoretical maximum amount of product (1.0 means a 100% yield; for example, 0.34 means a 34% yield). (1) The reactants are [CH2:1]([O:8][C:9]1[C:14]([CH3:15])=[CH:13][C:12](Br)=[CH:11][C:10]=1[CH3:17])[C:2]1[CH:7]=[CH:6][CH:5]=[CH:4][CH:3]=1.[CH3:18][Si:19]([C:22]#[CH:23])([CH3:21])[CH3:20]. The catalyst is C(N(CC)CC)C.[Cu]I. The product is [CH2:1]([O:8][C:9]1[C:14]([CH3:15])=[CH:13][C:12]([C:23]#[C:22][Si:19]([CH3:21])([CH3:20])[CH3:18])=[CH:11][C:10]=1[CH3:17])[C:2]1[CH:7]=[CH:6][CH:5]=[CH:4][CH:3]=1. The yield is 0.760. (2) The reactants are [NH2:1][C:2]1[CH:10]=[C:9]([O:11][CH3:12])[CH:8]=[C:7]([O:13][CH3:14])[C:3]=1[C:4]([NH2:6])=[O:5].[CH:15]([C:17]1[CH:27]=[CH:26][C:20]([O:21][CH2:22][C:23]([NH2:25])=[O:24])=[CH:19][CH:18]=1)=O.S([O-])(O)=O.[Na+].O.C1(C)C=CC(S(O)(=O)=O)=CC=1. The catalyst is CN(C)C(=O)C. The product is [CH3:14][O:13][C:7]1[CH:8]=[C:9]([O:11][CH3:12])[CH:10]=[C:2]2[C:3]=1[C:4](=[O:5])[NH:6][C:15]([C:17]1[CH:27]=[CH:26][C:20]([O:21][CH2:22][C:23]([NH2:25])=[O:24])=[CH:19][CH:18]=1)=[N:1]2. The yield is 0.272. (3) The product is [CH3:6][C:7]1[C:15]([N+:16]([O-:18])=[O:17])=[CH:14][CH:13]=[CH:12][C:8]=1[C:9]([O:5][CH3:4])=[O:10]. The reactants are CN([CH:4]=[O:5])C.[CH3:6][C:7]1[C:15]([N+:16]([O-:18])=[O:17])=[CH:14][CH:13]=[CH:12][C:8]=1[C:9](O)=[O:10].IC. The yield is 1.00. The catalyst is O. (4) The reactants are [O:1]=[C:2]1[C:10]2([CH2:14][O:13][C:12]3[CH:15]=[C:16]4[C:20](=[CH:21][C:11]2=3)[CH2:19][CH2:18][CH2:17]4)[C:9]2[C:4](=[CH:5][CH:6]=[CH:7][CH:8]=2)[N:3]1[CH2:22][C:23]([O:25]CC)=[O:24].O=C1C2(C3=CC4OCOC=4C=C3OC2)C2C(=CC=CC=2)N1CC(OCC)=O. No catalyst specified. The product is [O:1]=[C:2]1[C:10]2([CH2:14][O:13][C:12]3[CH:15]=[C:16]4[C:20](=[CH:21][C:11]2=3)[CH2:19][CH2:18][CH2:17]4)[C:9]2[C:4](=[CH:5][CH:6]=[CH:7][CH:8]=2)[N:3]1[CH2:22][C:23]([OH:25])=[O:24]. The yield is 0.740. (5) The reactants are [CH3:1][O:2][C:3]1[CH:40]=[CH:39][C:6]([CH2:7][N:8]([CH2:30][C:31]2[CH:36]=[CH:35][C:34]([O:37][CH3:38])=[CH:33][CH:32]=2)[C:9]2[N:14]=[CH:13][C:12]([C:15]3[C:16]4[CH2:29][CH2:28][NH:27][C:17]=4[N:18]=[C:19]([N:21]4[CH2:26][CH2:25][O:24][CH2:23][CH2:22]4)[N:20]=3)=[CH:11][N:10]=2)=[CH:5][CH:4]=1.[Cl:41][C:42]1[CH:47]=[C:46](I)[CH:45]=[CH:44][N:43]=1.C1(P(C2C=CC=CC=2)C2C=CC=CC=2)C=CC=CC=1.P([O-])([O-])([O-])=O.[K+].[K+].[K+]. The catalyst is CN(C)C=O.C([O-])(=O)C.[Pd+2].C([O-])(=O)C.O. The product is [Cl:41][C:42]1[CH:47]=[C:46]([N:27]2[C:17]3[N:18]=[C:19]([N:21]4[CH2:26][CH2:25][O:24][CH2:23][CH2:22]4)[N:20]=[C:15]([C:12]4[CH:11]=[N:10][C:9]([N:8]([CH2:7][C:6]5[CH:5]=[CH:4][C:3]([O:2][CH3:1])=[CH:40][CH:39]=5)[CH2:30][C:31]5[CH:32]=[CH:33][C:34]([O:37][CH3:38])=[CH:35][CH:36]=5)=[N:14][CH:13]=4)[C:16]=3[CH2:29][CH2:28]2)[CH:45]=[CH:44][N:43]=1. The yield is 0.880. (6) The reactants are [CH3:1][C:2]1([CH3:14])[C:6]([CH3:8])([CH3:7])[O:5][B:4]([C:9]2[CH:10]=[N:11][NH:12][CH:13]=2)[O:3]1.[H-].[Na+].Br[CH2:18][CH2:19][N:20]([CH2:23][CH3:24])[CH2:21][CH3:22].[I-].[K+]. The catalyst is O1CCCC1.C(OCC)(=O)C.O. The product is [CH2:19]([N:20]([CH2:23][CH3:24])[CH2:21][CH2:22][N:12]1[CH:13]=[C:9]([B:4]2[O:5][C:6]([CH3:7])([CH3:8])[C:2]([CH3:14])([CH3:1])[O:3]2)[CH:10]=[N:11]1)[CH3:18]. The yield is 0.900. (7) The reactants are Cl.Cl.[Cl:3][C:4]1[C:8]([NH:9][CH2:10][CH3:11])=[CH:7][N:6]([C:12]2[CH:13]=[N:14][CH:15]=[CH:16][CH:17]=2)[N:5]=1.CCN(C(C)C)C(C)C.[C:27]([O:31][C:32]([N:34]1[CH2:38][CH2:37][CH:36]([C:39]([OH:41])=O)[CH2:35]1)=[O:33])([CH3:30])([CH3:29])[CH3:28].CCN=C=NCCCN(C)C. The catalyst is C(Cl)Cl. The product is [Cl:3][C:4]1[C:8]([N:9]([CH2:10][CH3:11])[C:39]([CH:36]2[CH2:37][CH2:38][N:34]([C:32]([O:31][C:27]([CH3:28])([CH3:29])[CH3:30])=[O:33])[CH2:35]2)=[O:41])=[CH:7][N:6]([C:12]2[CH:13]=[N:14][CH:15]=[CH:16][CH:17]=2)[N:5]=1. The yield is 0.490.